This data is from Peptide-MHC class I binding affinity with 185,985 pairs from IEDB/IMGT. The task is: Regression. Given a peptide amino acid sequence and an MHC pseudo amino acid sequence, predict their binding affinity value. This is MHC class I binding data. (1) The peptide sequence is ATLNTLITL. The MHC is HLA-A68:02 with pseudo-sequence HLA-A68:02. The binding affinity (normalized) is 0.206. (2) The peptide sequence is VFPCWWLQFR. The MHC is Patr-A0401 with pseudo-sequence Patr-A0401. The binding affinity (normalized) is 0.802. (3) The peptide sequence is RPIFEWIEA. The MHC is HLA-B53:01 with pseudo-sequence HLA-B53:01. The binding affinity (normalized) is 0.496.